Dataset: Catalyst prediction with 721,799 reactions and 888 catalyst types from USPTO. Task: Predict which catalyst facilitates the given reaction. (1) Reactant: [CH2:1]([CH:4]1[CH2:12][C:11]2[C:6](=[CH:7][CH:8]=[CH:9][CH:10]=2)[NH:5]1)[CH2:2][CH3:3].[Cl:13][C:14]1[N:19]=[CH:18][N:17]=[C:16]([C:20](Cl)=[O:21])[CH:15]=1.[OH-].[Na+]. Product: [Cl:13][C:14]1[N:19]=[CH:18][N:17]=[C:16]([C:20]([N:5]2[C:6]3[C:11](=[CH:10][CH:9]=[CH:8][CH:7]=3)[CH2:12][CH:4]2[CH2:1][CH2:2][CH3:3])=[O:21])[CH:15]=1. The catalyst class is: 4. (2) The catalyst class is: 4. Product: [C:47]([CH2:35][C:26]([O:25][C:24]1[CH:36]=[CH:37][C:21]([CH2:20][N:12]([CH2:11][C:10]([NH:9][C:3]2[CH:4]=[CH:5][C:6]([Cl:8])=[CH:7][C:2]=2[Cl:1])=[O:39])[CH:13]2[CH:14]([CH3:19])[CH2:15][CH2:16][CH:17]2[CH3:18])=[CH:22][C:23]=1[CH3:38])([CH3:34])[C:27]([OH:29])=[O:28])([CH3:53])([CH3:52])[CH3:48]. Reactant: [Cl:1][C:2]1[CH:7]=[C:6]([Cl:8])[CH:5]=[CH:4][C:3]=1[NH:9][C:10](=[O:39])[CH2:11][N:12]([CH2:20][C:21]1[CH:37]=[CH:36][C:24]([O:25][C:26]([CH3:35])([CH3:34])[C:27]([O:29]C(C)(C)C)=[O:28])=[C:23]([CH3:38])[CH:22]=1)[CH:13]1[CH:17]([CH3:18])[CH2:16][CH2:15][CH:14]1[CH3:19].FC(F)(F)C(O)=O.[C:47]1([CH3:53])[CH:52]=CC=C[CH:48]=1.